From a dataset of Full USPTO retrosynthesis dataset with 1.9M reactions from patents (1976-2016). Predict the reactants needed to synthesize the given product. (1) Given the product [Cl:28][C:7]1[C:6]([CH2:4][OH:3])=[C:15]([CH2:16][N:17]2[CH2:18][CH2:19][N:20]([CH3:23])[CH2:21][CH2:22]2)[C:14]2[CH:13]=[C:12]3[O:24][CH2:25][CH2:26][O:27][C:11]3=[CH:10][C:9]=2[N:8]=1, predict the reactants needed to synthesize it. The reactants are: O.C[O:3][C:4]([C:6]1[C:7]([Cl:28])=[N:8][C:9]2[CH:10]=[C:11]3[O:27][CH2:26][CH2:25][O:24][C:12]3=[CH:13][C:14]=2[C:15]=1[CH2:16][N:17]1[CH2:22][CH2:21][N:20]([CH3:23])[CH2:19][CH2:18]1)=O.[H-].C([Al+]CC(C)C)C(C)C.[C@H](O)(C([O-])=O)[C@@H](O)C([O-])=O.[Na+].[K+]. (2) Given the product [CH2:21]([CH:9]1[CH2:10][CH:11]([O:13][CH2:14][C:15]2[CH:20]=[CH:19][CH:18]=[CH:17][CH:16]=2)[CH2:12][NH:8]1)[CH:22]=[CH2:23], predict the reactants needed to synthesize it. The reactants are: C(OC([N:8]1[CH2:12][CH:11]([O:13][CH2:14][C:15]2[CH:20]=[CH:19][CH:18]=[CH:17][CH:16]=2)[CH2:10][CH:9]1[CH2:21][CH:22]=[CH2:23])=O)(C)(C)C.FC(F)(F)C(O)=O. (3) The reactants are: [Cl:1][C:2]1[C:3]([O:12][C:13]2[CH:18]=[C:17]([O:19][CH2:20][CH2:21][O:22][CH3:23])[CH:16]=[CH:15][C:14]=2/[CH:24]=[CH:25]/[C:26]([OH:28])=O)=[N:4][CH:5]=[C:6]([C:8]([F:11])([F:10])[F:9])[CH:7]=1.Cl.C(N=C=NCCCN(C)C)C.[Cl:41][C:42]1[CH:47]=[CH:46][CH:45]=[CH:44][C:43]=1[S:48]([NH2:51])(=[O:50])=[O:49].Cl. Given the product [Cl:41][C:42]1[CH:47]=[CH:46][CH:45]=[CH:44][C:43]=1[S:48]([NH:51][C:26](=[O:28])/[CH:25]=[CH:24]/[C:14]1[CH:15]=[CH:16][C:17]([O:19][CH2:20][CH2:21][O:22][CH3:23])=[CH:18][C:13]=1[O:12][C:3]1[C:2]([Cl:1])=[CH:7][C:6]([C:8]([F:11])([F:10])[F:9])=[CH:5][N:4]=1)(=[O:50])=[O:49], predict the reactants needed to synthesize it.